From a dataset of NCI-60 drug combinations with 297,098 pairs across 59 cell lines. Regression. Given two drug SMILES strings and cell line genomic features, predict the synergy score measuring deviation from expected non-interaction effect. (1) Drug 1: CC1CCC2CC(C(=CC=CC=CC(CC(C(=O)C(C(C(=CC(C(=O)CC(OC(=O)C3CCCCN3C(=O)C(=O)C1(O2)O)C(C)CC4CCC(C(C4)OC)OCCO)C)C)O)OC)C)C)C)OC. Drug 2: CC12CCC3C(C1CCC2O)C(CC4=C3C=CC(=C4)O)CCCCCCCCCS(=O)CCCC(C(F)(F)F)(F)F. Cell line: OVCAR3. Synergy scores: CSS=29.6, Synergy_ZIP=8.25, Synergy_Bliss=9.89, Synergy_Loewe=11.0, Synergy_HSA=11.8. (2) Drug 1: CNC(=O)C1=CC=CC=C1SC2=CC3=C(C=C2)C(=NN3)C=CC4=CC=CC=N4. Drug 2: COC1=NC(=NC2=C1N=CN2C3C(C(C(O3)CO)O)O)N. Cell line: HCT116. Synergy scores: CSS=5.43, Synergy_ZIP=-1.44, Synergy_Bliss=-2.15, Synergy_Loewe=-15.8, Synergy_HSA=-5.07. (3) Drug 1: C1CCC(CC1)NC(=O)N(CCCl)N=O. Synergy scores: CSS=34.6, Synergy_ZIP=5.58, Synergy_Bliss=4.76, Synergy_Loewe=2.35, Synergy_HSA=3.76. Cell line: HL-60(TB). Drug 2: CC12CCC3C(C1CCC2O)C(CC4=C3C=CC(=C4)O)CCCCCCCCCS(=O)CCCC(C(F)(F)F)(F)F. (4) Drug 1: C1CC(=O)NC(=O)C1N2CC3=C(C2=O)C=CC=C3N. Drug 2: CCCS(=O)(=O)NC1=C(C(=C(C=C1)F)C(=O)C2=CNC3=C2C=C(C=N3)C4=CC=C(C=C4)Cl)F. Cell line: SK-MEL-28. Synergy scores: CSS=29.6, Synergy_ZIP=-0.232, Synergy_Bliss=-0.0296, Synergy_Loewe=-29.4, Synergy_HSA=-0.236. (5) Drug 1: C1=NC2=C(N1)C(=S)N=CN2. Drug 2: CC1=C(C=C(C=C1)C(=O)NC2=CC(=CC(=C2)C(F)(F)F)N3C=C(N=C3)C)NC4=NC=CC(=N4)C5=CN=CC=C5. Cell line: NCI-H322M. Synergy scores: CSS=-15.2, Synergy_ZIP=5.30, Synergy_Bliss=0.650, Synergy_Loewe=-6.95, Synergy_HSA=-8.23. (6) Drug 1: C(CCl)NC(=O)N(CCCl)N=O. Drug 2: COCCOC1=C(C=C2C(=C1)C(=NC=N2)NC3=CC=CC(=C3)C#C)OCCOC.Cl. Cell line: K-562. Synergy scores: CSS=3.16, Synergy_ZIP=-2.69, Synergy_Bliss=-3.91, Synergy_Loewe=-6.87, Synergy_HSA=-6.82. (7) Drug 1: C1=CC(=C2C(=C1NCCNCCO)C(=O)C3=C(C=CC(=C3C2=O)O)O)NCCNCCO. Drug 2: C1=NC2=C(N1)C(=S)N=C(N2)N. Cell line: RPMI-8226. Synergy scores: CSS=62.1, Synergy_ZIP=-0.879, Synergy_Bliss=-2.69, Synergy_Loewe=-2.99, Synergy_HSA=0.599. (8) Drug 1: CC1C(C(=O)NC(C(=O)N2CCCC2C(=O)N(CC(=O)N(C(C(=O)O1)C(C)C)C)C)C(C)C)NC(=O)C3=C4C(=C(C=C3)C)OC5=C(C(=O)C(=C(C5=N4)C(=O)NC6C(OC(=O)C(N(C(=O)CN(C(=O)C7CCCN7C(=O)C(NC6=O)C(C)C)C)C)C(C)C)C)N)C. Drug 2: C1CC(=O)NC(=O)C1N2C(=O)C3=CC=CC=C3C2=O. Cell line: RPMI-8226. Synergy scores: CSS=15.4, Synergy_ZIP=0.585, Synergy_Bliss=2.31, Synergy_Loewe=-63.9, Synergy_HSA=-7.86. (9) Drug 1: C1=NC2=C(N1)C(=S)N=C(N2)N. Drug 2: CN(C(=O)NC(C=O)C(C(C(CO)O)O)O)N=O. Cell line: NCI-H226. Synergy scores: CSS=10.9, Synergy_ZIP=-6.11, Synergy_Bliss=-0.681, Synergy_Loewe=-11.9, Synergy_HSA=-0.886.